From a dataset of Drug-target binding data from BindingDB using IC50 measurements. Regression. Given a target protein amino acid sequence and a drug SMILES string, predict the binding affinity score between them. We predict pIC50 (pIC50 = -log10(IC50 in M); higher means more potent). Dataset: bindingdb_ic50. (1) The small molecule is CO[C@]1(C)CC[C@]2(CC1)NC(=O)C(c1cc(-c3ccc(Cl)c(F)c3)ccc1C)=C2O. The target protein sequence is LDLLEEKEGSLSPASVGSDTLSDLGISSLQDGLALHIRSSMSGLHLVKQGRDRKKIDSQRDFTVASPAEFVTRFGGNKVIEKVLIANNGIAAVKCMRSIRRWSYEMFRNERAIRFVVMVTPEDLKANAEYIKMADHYVPVPGGPNNNNYANVELILDIAKRIPVQAVWAGWGHASENPKLPELLLKNGIAFMGPPSQAMWALGDKIASSIVAQTAGIPTLPWSGSGLRVDWQENDFSKRILNVPQELYEKGYVKDVDDGLQAAEEVGYPVMIKASEGGGGKGIRKVNNADDFPNLFRQVQAEVPGSPIFVMRLAKQSRHLEVQILADQYGNAISLFGRDCSVQRRHQKIIEEAPATIATPAVFEHMEQCAVKLAKMVGYVSAGTVEYLYSQDGSFYFLELNPRLQVEHPCTEMVADVNLPAAQLQIAMGIPLYRIKDIRMMYGVSPWGDSPIDFEDSAHVPCPRGHVIAARITSENPDEGFKPSSGTVQELNFRSNKNVW.... The pIC50 is 6.7. (2) The drug is Cc1sc(C(C)Nc2nccc(N3C(=O)OC[C@@H]3[C@@H](C)O)n2)nc1-c1ccc(Cl)cc1. The target protein sequence is GPGMSKKISGGSVVEMQGDEMTRIIWELIKEKLIFPYVELDLHSYDLGIENRDATNDQVTKDAAEAIKKHNVGVKCATITPDEKRVEEFKLKQMWKSPNGTIRNILGGTVFREAIICKNIPRLVSGVVVKPIIIGHHAYGDQYRATDFVVPGPGKVEITYTPSDGTQKVTYLVHNFEEGGGVAMGMYNQDKSIEDFAHSSFQMALSKGWPLYLSTKNTILKKYDGRFKDIFQEIYDKQYKSQFEAQKIVVYEHRLIDDMVAQAMKSEGGFIWACKNYDGDVQSDSVAQGYGSLGMMTSVLVCPDGKTVEAEAAHGTVTRHYRMYQKGQETSTNPIASIFAVVTRGLAHRAKLDNNKELAFFANALEEVSIETIEAGFMTKDLAACIKGLPNVQRSDYLNTFEFMDKLGENLKIKLAQAKL. The pIC50 is 5.1. (3) The small molecule is CCS(=O)(=O)c1ccc(Cl)cc1Cn1c(=O)[nH]c2c(Cl)c(CN3CCN(C)CC3)c(OC(F)(F)F)cc2c1=O. The target protein (Q08345) has sequence MGPEALSSLLLLLLVASGDADMKGHFDPAKCRYALGMQDRTIPDSDISASSSWSDSTAARHSRLESSDGDGAWCPAGSVFPKEEEYLQVDLQRLHLVALVGTQGRHAGGLGKEFSRSYRLRYSRDGRRWMGWKDRWGQEVISGNEDPEGVVLKDLGPPMVARLVRFYPRADRVMSVCLRVELYGCLWRDGLLSYTAPVGQTMYLSEAVYLNDSTYDGHTVGGLQYGGLGQLADGVVGLDDFRKSQELRVWPGYDYVGWSNHSFSSGYVEMEFEFDRLRAFQAMQVHCNNMHTLGARLPGGVECRFRRGPAMAWEGEPMRHNLGGNLGDPRARAVSVPLGGRVARFLQCRFLFAGPWLLFSEISFISDVVNNSSPALGGTFPPAPWWPPGPPPTNFSSLELEPRGQQPVAKAEGSPTAILIGCLVAIILLLLLIIALMLWRLHWRRLLSKAERRVLEEELTVHLSVPGDTILINNRPGPREPPPYQEPRPRGNPPHSAPCV.... The pIC50 is 7.0. (4) The small molecule is CC(=O)N1CCN(c2ccc(OC[C@@H]3CO[C@@](Cn4ccnc4)(c4ccc(Cl)cc4Cl)O3)cc2)CC1. The target protein (P15150) has sequence MALWAKARVRMAGPWLSLHEARLLGTRGAAAPKAVLPFEAMPRCPGNKWMRMLQIWKEQSSENMHLDMHQTFQELGPIFRYDVGGRHMVFVMLPEDVERLQQADSHHPQRMILEPWLAYRQARGHKCGVFLLNGPQWRLDRLRLNPDVLSLPALQKYTPLVDGVARDFSQTLKARVLQNARGSLTLDIAPSVFRYTIEASTLVLYGERLGLLTQQPNPDSLNFIHALEAMLKSTVQLMFVPRRLSRWMSTNMWREHFEAWDYIFQYANRAIQRIYQELALGHPWHYSGIVAELLMRADMTLDTIKANTIDLTAGSVDTTAFPLLMTLFELARNPEVQQAVRQESLVAEARISENPQRAITELPLLRAALKETLRLYPVGITLEREVSSDLVLQNYHIPAGTLVKVLLYSLGRNPAVFARPESYHPQRWLDRQGSGSRFPHLAFGFGVRQCLGRRVAEVEMLLLLHHVLKNFLVETLEQEDIKMVYRFILMPSTLPLFTFR.... The pIC50 is 6.8. (5) The compound is N[C@@H](CCSC[C@H]1NC(O)[C@H](O)[C@@H]1O)C(=O)O. The target protein (O34667) has sequence MPSVESFELDHNAVVAPYVRHCGVHKVGTDGVVNKFDIRFCQPNKQAMKPDTIHTLEHLLAFTIRSHAEKYDHFDIIDISPMGCQTGYYLVVSGEPTSAEIVDLLEDTMKEAVEITEIPAANEKQCGQAKLHDLEGAKRLMRFWLSQDKEELLKVFG. The pIC50 is 4.2. (6) The drug is Cc1cc(O)cc(O)c1C(=O)O[C@H]1[C@@H]2COC(/C=C/CO)=CC2=CC(=O)[C@@]1(C)O. The target protein (Q6R3M4) has sequence MEPLHAGAAGSSRAVCSQGPPTQISSSRVIVHVDLDCFYAQVEMISNPELKDRPLGVQQKYLVVTCNYEARKLGVRKLMNVRDAKEKCPQLVLVNGEDLSRYREMSYKVTELLEEFSPAVERLGFDENFVDLTEMVEKRLQQLPSEEVPSVTVFGHVYNNQSVNLHNIMHRRLVVGSQIAAEMREAMYNQLGLTGCAGVAPNKLLAKLVSGVFKPNQQTVLLPESCQHLIHSLNHIKEIPGIGYKTAKRLEVLGINSVHDLQTFPIKTLEKELGIAIAQRIQQLSFGEDKSPVTPSGPPQSFSEEDTFKKCSSEVEAKAKIEELLSSLLTRVCQDGRKPHTVRLVIRRYSDKHCNRESRQCPIPSHVIQKLGTGNHDSMPPLIDILMKLFRNMVNVKMPFHLTLMSVCFCNLKALSSAKKGPMDCYLTSLSTPAYTDKRAFKVKDTHTEDSHKEKEANWDCLPSRRIESTGTGESPLDATCFPKEKDTSDLPLQALPEGV.... The pIC50 is 4.0. (7) The compound is CNC(=O)[C@H](Cc1ccccc1)NC(=O)[C@H](CC(C)C)[C@H](CSCc1ccccc1)C(=O)NO. The target protein (P06734) has sequence MEEGQYSEIEELPRRRCCRRGTQIVLLGLVTAALWAGLLTLLLLWHWDTTQSLKQLEERAARNVSQVSKNLESHHGDQMAQKSQSTQISQELEELRAEQQRLKSQDLELSWNLNGLQADLSSFKSQELNERNEASDLLERLREEVTKLRMELQVSSGFVCNTCPEKWINFQRKCYYFGKGTKQWVHARYACDDMEGQLVSIHSPEEQDFLTKHASHTGSWIGLRNLDLKGEFIWVDGSHVDYSNWAPGEPTSRSQGEDCVMMRGSGRWNDAFCDRKLGAWVCDRLATCTPPASEGSAESMGPDSRPDPDGRLPTPSAPLHS. The pIC50 is 7.5. (8) The compound is C[C@@H](O)[C@@H]1NC(=O)[C@@H]2C[C@@H](O)CN2C(=O)CNC(=O)[C@H](Cc2cccc(Cl)c2)NC(=O)CNC(=O)[C@@H](CC(=O)O)NC(=O)[C@@H](N)CSSC[C@@H](C(N)=O)NC1=O. The target protein (P26006) has sequence MGPGPSRAPRAPRLMLCALALMVAAGGCVVSAFNLDTRFLVVKEAGNPGSLFGYSVALHRQTERQQRYLLLAGAPRELAVPDGYTNRTGAVYLCPLTAHKDDCERMNITVKNDPGHHIIEDMWLGVTVASQGPAGRVLVCAHRYTQVLWSGSEDQRRMVGKCYVRGNDLELDSSDDWQTYHNEMCNSNTDYLETGMCQLGTSGGFTQNTVYFGAPGAYNWKGNSYMIQRKEWDLSEYSYKDPEDQGNLYIGYTMQVGSFILHPKNITIVTGAPRHRHMGAVFLLSQEAGGDLRRRQVLEGSQVGAYFGSAIALADLNNDGWQDLLVGAPYYFERKEEVGGAIYVFMNQAGTSFPAHPSLLLHGPSGSAFGLSVASIGDINQDGFQDIAVGAPFEGLGKVYIYHSSSKGLLRQPQQVIHGEKLGLPGLATFGYSLSGQMDVDENFYPDLLVGSLSDHIVLLRARPVINIVHKTLVPRPAVLDPALCTATSCVQVELCFAYN.... The pIC50 is 6.7. (9) The small molecule is COc1ccc(/C=C/c2cc(-c3ccc(C)cc3)o[n+]2C)cc1. The target is TRQARRNRRRRWRERQR. The pIC50 is 4.1.